From a dataset of Forward reaction prediction with 1.9M reactions from USPTO patents (1976-2016). Predict the product of the given reaction. (1) Given the reactants [CH3:1][O:2][C:3]1[CH:4]=[C:5]([NH:16][C:17]2[N:22]=[C:21]([CH:23]=O)[CH:20]=[C:19]([CH2:25][O:26][CH2:27][C:28]([F:31])([F:30])[F:29])[N:18]=2)[CH:6]=[CH:7][C:8]=1[C:9]1[CH:14]=[C:13]([CH3:15])[N:12]=[N:11][CH:10]=1.[CH2:32]([NH2:39])[C:33]1[CH:38]=[CH:37][CH:36]=[CH:35][CH:34]=1.C(O)(=O)C.C(O[BH-](OC(=O)C)OC(=O)C)(=O)C.[Na+], predict the reaction product. The product is: [CH2:32]([NH:39][CH2:23][C:21]1[CH:20]=[C:19]([CH2:25][O:26][CH2:27][C:28]([F:31])([F:30])[F:29])[N:18]=[C:17]([NH:16][C:5]2[CH:6]=[CH:7][C:8]([C:9]3[CH:14]=[C:13]([CH3:15])[N:12]=[N:11][CH:10]=3)=[C:3]([O:2][CH3:1])[CH:4]=2)[N:22]=1)[C:33]1[CH:38]=[CH:37][CH:36]=[CH:35][CH:34]=1. (2) Given the reactants [CH3:1][C@H:2]1[C@@H:6]2[CH2:7][CH2:8][C:9]([CH3:11])=[CH:10][C@@H:5]2[O:4][CH2:3]1.C([O:16]O)(C)(C)C.[OH-].[Na+], predict the reaction product. The product is: [OH:16][CH2:11][C:9]1[CH2:10][CH:5]2[CH:6]([CH2:7][CH:8]=1)[CH:2]([CH3:1])[CH2:3][O:4]2. (3) Given the reactants [Cl:1][CH2:2][C:3]([NH:5][C:6]1[CH:11]=[CH:10][C:9]([F:12])=[CH:8][N:7]=1)=[O:4].[N:13]12[CH2:20][CH2:19][CH:16]([CH2:17][CH2:18]1)[C@@H:15]([O:21][C:22]([C:24]1([C:31]3[CH:36]=[CH:35][CH:34]=[CH:33][CH:32]=3)[CH2:30][CH2:29][CH2:28][CH2:27][CH2:26][CH2:25]1)=[O:23])[CH2:14]2.C(OCC)C, predict the reaction product. The product is: [Cl-:1].[F:12][C:9]1[CH:10]=[CH:11][C:6]([NH:5][C:3]([CH2:2][N+:13]23[CH2:20][CH2:19][CH:16]([CH2:17][CH2:18]2)[C@@H:15]([O:21][C:22]([C:24]2([C:31]4[CH:32]=[CH:33][CH:34]=[CH:35][CH:36]=4)[CH2:30][CH2:29][CH2:28][CH2:27][CH2:26][CH2:25]2)=[O:23])[CH2:14]3)=[O:4])=[N:7][CH:8]=1. (4) The product is: [F:25][C:21]1[CH:22]=[CH:23][CH:24]=[C:19]([C:4]2[CH:5]=[CH:6][C:7]([CH2:8][NH:9][C:10]3[CH:11]=[C:12]([C:13]([NH:30][CH2:31][CH2:32][N:33]4[CH2:38][CH2:37][CH2:36][CH2:35][CH2:34]4)=[O:14])[CH:16]=[CH:17][N:18]=3)=[C:2]([F:1])[CH:3]=2)[C:20]=1[C:26]([O:28][CH3:29])=[O:27]. Given the reactants [F:1][C:2]1[CH:3]=[C:4]([C:19]2[CH:24]=[CH:23][CH:22]=[C:21]([F:25])[C:20]=2[C:26]([O:28][CH3:29])=[O:27])[CH:5]=[CH:6][C:7]=1[CH2:8][NH:9][C:10]1[CH:11]=[C:12]([CH:16]=[CH:17][N:18]=1)[C:13](O)=[O:14].[NH2:30][CH2:31][CH2:32][N:33]1[CH2:38][CH2:37][CH2:36][CH2:35][CH2:34]1.ON1C2C=CC=CC=2N=N1.Cl.CN(C)CCCN=C=NCC, predict the reaction product. (5) Given the reactants C([O:3][C:4]([C@H:6]1[CH2:11][CH2:10][CH2:9][N:8]([C:12]2[N:13]=[C:14]([N:24]3[CH2:29][CH2:28][N:27]4[C:30]([C:33]([F:36])([F:35])[F:34])=[N:31][N:32]=[C:26]4[CH2:25]3)[C:15]3[N:20]=[C:19]([CH2:21][CH2:22][CH3:23])[S:18][C:16]=3[N:17]=2)[CH2:7]1)=[O:5])C.[OH-].[Na+].Cl, predict the reaction product. The product is: [CH2:21]([C:19]1[S:18][C:16]2[N:17]=[C:12]([N:8]3[CH2:9][CH2:10][CH2:11][C@H:6]([C:4]([OH:5])=[O:3])[CH2:7]3)[N:13]=[C:14]([N:24]3[CH2:29][CH2:28][N:27]4[C:30]([C:33]([F:34])([F:36])[F:35])=[N:31][N:32]=[C:26]4[CH2:25]3)[C:15]=2[N:20]=1)[CH2:22][CH3:23]. (6) Given the reactants [Cl:1][C:2]1[C:7]([Cl:8])=[CH:6][CH:5]=[CH:4][C:3]=1[N:9]1[CH2:14][CH2:13][N:12]([CH2:15][CH:16]([OH:30])[CH2:17][CH2:18][N:19]2C(=O)C3C(=CC=CC=3)C2=O)[CH2:11][CH2:10]1.NN, predict the reaction product. The product is: [NH2:19][CH2:18][CH2:17][CH:16]([OH:30])[CH2:15][N:12]1[CH2:11][CH2:10][N:9]([C:3]2[CH:4]=[CH:5][CH:6]=[C:7]([Cl:8])[C:2]=2[Cl:1])[CH2:14][CH2:13]1. (7) The product is: [CH3:1][O:2][C:3]1[CH:4]=[C:5]([NH:11][C:12]([NH:14][C:15]2[CH:16]=[CH:17][C:18]([O:24][CH:25]([C:36]3[CH:41]=[CH:40][CH:39]=[CH:38][CH:37]=3)[C:26]3[CH:31]=[CH:30][C:29]([C:32]([F:35])([F:34])[F:33])=[CH:28][CH:27]=3)=[C:19]([CH:23]=2)[C:20]([NH:59][CH:57]2[CH2:56][CH2:55][O:54][C:53]([CH3:60])([CH3:52])[CH2:58]2)=[O:21])=[O:13])[CH:6]=[CH:7][C:8]=1[O:9][CH3:10]. Given the reactants [CH3:1][O:2][C:3]1[CH:4]=[C:5]([NH:11][C:12]([NH:14][C:15]2[CH:16]=[CH:17][C:18]([O:24][CH:25]([C:36]3[CH:41]=[CH:40][CH:39]=[CH:38][CH:37]=3)[C:26]3[CH:31]=[CH:30][C:29]([C:32]([F:35])([F:34])[F:33])=[CH:28][CH:27]=3)=[C:19]([CH:23]=2)[C:20](O)=[O:21])=[O:13])[CH:6]=[CH:7][C:8]=1[O:9][CH3:10].ON1C2C=CC=CC=2N=N1.[CH3:52][C:53]1([CH3:60])[CH2:58][CH:57]([NH2:59])[CH2:56][CH2:55][O:54]1.Cl.CN(C)CCCN=C=NCC, predict the reaction product.